Task: Predict the reactants needed to synthesize the given product.. Dataset: Full USPTO retrosynthesis dataset with 1.9M reactions from patents (1976-2016) (1) Given the product [N:54]1([S:58]([NH:61][C:37](=[O:39])[C:36]2[CH:40]=[C:41]([CH:42]3[CH2:43][CH2:44]3)[C:33]([O:32][C@@H:26]3[CH2:27][C@H:28]4[CH2:31][C@@H:25]3[CH2:30][CH2:29]4)=[CH:34][C:35]=2[F:45])(=[O:60])=[O:59])[CH2:57][CH2:56][CH2:55]1, predict the reactants needed to synthesize it. The reactants are: C12(COC3C(C4CC4)=CC(C(O)=O)=CN=3)CC3CC(CC(C3)C1)C2.[C@@H:25]12[CH2:31][C@@H:28]([CH2:29][CH2:30]1)[CH2:27][C@H:26]2[O:32][C:33]1[C:41]([CH:42]2[CH2:44][CH2:43]2)=[CH:40][C:36]([C:37]([OH:39])=O)=[C:35]([F:45])[CH:34]=1.COCCS(N)(=O)=O.[N:54]1([S:58]([NH2:61])(=[O:60])=[O:59])[CH2:57][CH2:56][CH2:55]1. (2) Given the product [NH2:34][C@:27]1([CH2:26][C:25]#[C:24][C:19]2[N:18]=[C:17]([C:15]3[CH:16]=[C:11]([O:10][CH2:8][CH3:9])[CH:12]=[CH:13][C:14]=3[F:42])[CH:22]=[C:21]([CH3:23])[N:20]=2)[CH2:31][CH2:30][N:29]([CH3:32])[C:28]1=[O:33], predict the reactants needed to synthesize it. The reactants are: FC(F)(F)C(O)=O.[CH2:8]([O:10][C:11]1[CH:12]=[CH:13][C:14]([F:42])=[C:15]([C:17]2[CH:22]=[C:21]([CH3:23])[N:20]=[C:19]([C:24]#[C:25][CH2:26][C@@:27]3([NH:34]C(=O)OC(C)(C)C)[CH2:31][CH2:30][N:29]([CH3:32])[C:28]3=[O:33])[N:18]=2)[CH:16]=1)[CH3:9].C([O-])([O-])=O.[K+].[K+]. (3) Given the product [NH2:19][C:14]1[C:13]2[N:20]=[C:21]3[CH2:26][O:25][CH2:24][C@H:23]([CH3:27])[N:22]3[C:12]=2[C:11]2[C:16](=[CH:17][CH:18]=[C:9]([OH:8])[CH:10]=2)[N:15]=1, predict the reactants needed to synthesize it. The reactants are: C([O:8][C:9]1[CH:10]=[C:11]2[C:16](=[CH:17][CH:18]=1)[N:15]=[C:14]([NH2:19])[C:13]1[N:20]=[C:21]3[CH2:26][O:25][CH2:24][C@@H:23]([CH3:27])[N:22]3[C:12]2=1)C1C=CC=CC=1.C(Cl)(Cl)Cl. (4) Given the product [CH2:32]([N:39]1[CH:43]=[C:42]([C:44]([NH:1][C:2]2[C:10]3[C:5](=[N:6][CH:7]=[C:8]([O:25][C:26](=[O:31])[C:27]([CH3:30])([CH3:29])[CH3:28])[C:9]=3[N:11]3[CH2:16][CH2:15][CH2:14][C@@H:13]([NH:17][C:18]([O:20][C:21]([CH3:24])([CH3:23])[CH3:22])=[O:19])[CH2:12]3)[NH:4][CH:3]=2)=[O:45])[CH:41]=[N:40]1)[C:33]1[CH:34]=[CH:35][CH:36]=[CH:37][CH:38]=1, predict the reactants needed to synthesize it. The reactants are: [NH2:1][C:2]1[C:10]2[C:5](=[N:6][CH:7]=[C:8]([O:25][C:26](=[O:31])[C:27]([CH3:30])([CH3:29])[CH3:28])[C:9]=2[N:11]2[CH2:16][CH2:15][CH2:14][C@@H:13]([NH:17][C:18]([O:20][C:21]([CH3:24])([CH3:23])[CH3:22])=[O:19])[CH2:12]2)[NH:4][CH:3]=1.[CH2:32]([N:39]1[CH:43]=[C:42]([C:44](O)=[O:45])[CH:41]=[N:40]1)[C:33]1[CH:38]=[CH:37][CH:36]=[CH:35][CH:34]=1.C(N(CC)CC)C.CN(C(ON1N=NC2C=CC=NC1=2)=[N+](C)C)C.F[P-](F)(F)(F)(F)F. (5) The reactants are: Cl[C:2]1[C:7]([C:8]#[N:9])=[C:6]([N:10]2[CH2:15][CH2:14][CH:13]([C:16]3[CH:21]=[CH:20][C:19]([F:22])=[CH:18][CH:17]=3)[CH2:12][CH2:11]2)[N:5]=[C:4]([S:23][CH3:24])[N:3]=1.C(N(C(C)C)C(C)C)C.[CH2:34]([CH2:36][NH2:37])[OH:35]. Given the product [F:22][C:19]1[CH:20]=[CH:21][C:16]([CH:13]2[CH2:14][CH2:15][N:10]([C:6]3[C:7]([C:8]#[N:9])=[C:2]([NH:37][CH2:36][CH2:34][OH:35])[N:3]=[C:4]([S:23][CH3:24])[N:5]=3)[CH2:11][CH2:12]2)=[CH:17][CH:18]=1, predict the reactants needed to synthesize it.